This data is from Microsomal clearance measurements from AstraZeneca. The task is: Regression/Classification. Given a drug SMILES string, predict its absorption, distribution, metabolism, or excretion properties. Task type varies by dataset: regression for continuous measurements (e.g., permeability, clearance, half-life) or binary classification for categorical outcomes (e.g., BBB penetration, CYP inhibition). For this dataset (clearance_microsome_az), we predict log10(clearance) (log10 of the in vitro intrinsic clearance, CLint, in uL/min per mg of human liver microsomal protein, equivalently mL/min/g; values are censored to the assay range of 3 to 150, which is 0.477 to 2.18 on this log10 scale). (1) The drug is C[C@@](C(=O)O[C@H]1C[N+]2(CC(=O)Nc3ccccn3)CCC1CC2)(c1ccccc1)N1CCCCC1. The log10(clearance) is 1.82. (2) The drug is Cc1cccc(NC(=O)Nc2cccc3ccccc23)c1. The log10(clearance) is 1.85. (3) The compound is CCC(=O)NC(c1cccs1)c1cc(Cl)c2cccnc2c1O. The log10(clearance) is 1.33.